From a dataset of Catalyst prediction with 721,799 reactions and 888 catalyst types from USPTO. Predict which catalyst facilitates the given reaction. (1) Reactant: C(Cl)(=O)C(Cl)=O.CS(C)=O.[CH:11]1([CH2:17][CH2:18][CH2:19][CH2:20][OH:21])[CH2:16][CH2:15][CH2:14][CH2:13][CH2:12]1.CCN(CC)CC. Product: [CH:11]1([CH2:17][CH2:18][CH2:19][CH:20]=[O:21])[CH2:16][CH2:15][CH2:14][CH2:13][CH2:12]1. The catalyst class is: 2. (2) Reactant: [F:1][C:2]([F:23])([F:22])[C:3]1[CH:17]=[C:16]([C:18]([F:21])([F:20])[F:19])[CH:15]=[CH:14][C:4]=1[CH2:5][N:6]1[CH2:11][CH2:10][CH:9]([CH:12]=O)[CH2:8][CH2:7]1.[CH3:24][NH:25][C:26]1[CH2:30][S:29][C:28](=[O:31])[N:27]=1.C([O-])(=O)C.[NH2+]1CCCCC1. Product: [F:23][C:2]([F:1])([F:22])[C:3]1[CH:17]=[C:16]([C:18]([F:21])([F:20])[F:19])[CH:15]=[CH:14][C:4]=1[CH2:5][N:6]1[CH2:11][CH2:10][CH:9](/[CH:12]=[C:30]2/[C:26]([NH:25][CH3:24])=[N:27][C:28](=[O:31])[S:29]/2)[CH2:8][CH2:7]1. The catalyst class is: 41. (3) Reactant: N[C:2]1[C:3](=[O:20])[NH:4][C:5]([CH3:19])=[C:6]([CH2:17][CH3:18])[C:7]=1[CH2:8][C:9]1[CH:14]=[C:13]([CH3:15])[CH:12]=[C:11]([CH3:16])[CH:10]=1.C=O.[C:23]([BH3-])#[N:24].[Na+].[C:27](O)(=O)C. Product: [CH3:27][N:24]([CH3:23])[C:2]1[C:3](=[O:20])[NH:4][C:5]([CH3:19])=[C:6]([CH2:17][CH3:18])[C:7]=1[CH2:8][C:9]1[CH:14]=[C:13]([CH3:15])[CH:12]=[C:11]([CH3:16])[CH:10]=1. The catalyst class is: 10. (4) Reactant: [Br:1][CH2:2][C:3]([C:5]1[CH:10]=[CH:9][C:8]([Br:11])=[CH:7][CH:6]=1)=[O:4].[O:12]1[CH:16]2[O:17][CH2:18][CH2:19][N:15]2[CH2:14][CH2:13]1. Product: [Br-:1].[Br:11][C:8]1[CH:9]=[CH:10][C:5]([C:3](=[O:4])[CH2:2][N+:15]23[CH2:19][CH2:18][O:17][CH:16]2[O:12][CH2:13][CH2:14]3)=[CH:6][CH:7]=1. The catalyst class is: 4. (5) Reactant: C[Si]([N-][Si](C)(C)C)(C)C.[Na+].C1COCC1.[C:16]([NH:21][C:22]1[N:32]=[CH:31][C:30](/[CH:33]=[CH:34]/[C:35]([O:37]CC)=[O:36])=[CH:29][C:23]=1[C:24]([O:26]CC)=O)(=[O:20])[CH2:17][CH2:18][CH3:19].CO. Product: [OH:26][C:24]1[C:23]2[CH:29]=[C:30](/[CH:33]=[CH:34]/[C:35]([OH:37])=[O:36])[CH:31]=[N:32][C:22]=2[NH:21][C:16](=[O:20])[C:17]=1[CH2:18][CH3:19]. The catalyst class is: 6. (6) Reactant: [NH3:1].[CH2:2]([O:4][C:5]([C:7]1[C:8]2[S:16][CH:15]=[C:14]([CH2:17][O:18][C:19]3[CH:24]=[CH:23][CH:22]=[C:21]([O:25][CH2:26][C:27]4[CH:32]=[CH:31][C:30]([Cl:33])=[CH:29][CH:28]=4)[CH:20]=3)[C:9]=2[C:10](Cl)=[N:11][CH:12]=1)=[O:6])[CH3:3]. Product: [CH2:2]([O:4][C:5]([C:7]1[C:8]2[S:16][CH:15]=[C:14]([CH2:17][O:18][C:19]3[CH:24]=[CH:23][CH:22]=[C:21]([O:25][CH2:26][C:27]4[CH:32]=[CH:31][C:30]([Cl:33])=[CH:29][CH:28]=4)[CH:20]=3)[C:9]=2[C:10]([NH2:1])=[N:11][CH:12]=1)=[O:6])[CH3:3]. The catalyst class is: 12.